The task is: Regression. Given a peptide amino acid sequence and an MHC pseudo amino acid sequence, predict their binding affinity value. This is MHC class I binding data.. This data is from Peptide-MHC class I binding affinity with 185,985 pairs from IEDB/IMGT. (1) The MHC is HLA-A02:01 with pseudo-sequence HLA-A02:01. The binding affinity (normalized) is 0.0376. The peptide sequence is IADMRQIKI. (2) The peptide sequence is FTSCELYHY. The MHC is HLA-A23:01 with pseudo-sequence HLA-A23:01. The binding affinity (normalized) is 0.0250. (3) The peptide sequence is SSNAKNSEW. The MHC is HLA-B58:01 with pseudo-sequence HLA-B58:01. The binding affinity (normalized) is 0.607. (4) The peptide sequence is EELSMMYESL. The MHC is HLA-B44:03 with pseudo-sequence HLA-B44:03. The binding affinity (normalized) is 0.305. (5) The peptide sequence is SCRVKLSAL. The MHC is HLA-B15:01 with pseudo-sequence HLA-B15:01. The binding affinity (normalized) is 0.0847. (6) The peptide sequence is QRSTLERTSKASLER. The MHC is HLA-A30:02 with pseudo-sequence HLA-A30:02. The binding affinity (normalized) is 0.00596. (7) The peptide sequence is NAAISDYDYY. The MHC is HLA-A26:01 with pseudo-sequence HLA-A26:01. The binding affinity (normalized) is 0.316.